This data is from Full USPTO retrosynthesis dataset with 1.9M reactions from patents (1976-2016). The task is: Predict the reactants needed to synthesize the given product. (1) Given the product [C:18]([C:20]1[C:21]([CH2:36][CH3:37])=[CH:22][C:23]([NH:26][C:27]([N:7]2[C:6]3[C:11](=[CH:12][C:13]([CH:14]=[O:15])=[C:4]([CH:3]([O:2][CH3:1])[O:16][CH3:17])[N:5]=3)[CH2:10][CH2:9][CH2:8]2)=[O:28])=[N:24][CH:25]=1)#[N:19], predict the reactants needed to synthesize it. The reactants are: [CH3:1][O:2][CH:3]([O:16][CH3:17])[C:4]1[C:13]([CH:14]=[O:15])=[CH:12][C:11]2[CH2:10][CH2:9][CH2:8][NH:7][C:6]=2[N:5]=1.[C:18]([C:20]1[C:21]([CH2:36][CH3:37])=[CH:22][C:23]([NH:26][C:27](=O)[O:28]C2C=CC=CC=2)=[N:24][CH:25]=1)#[N:19]. (2) The reactants are: Cl.[NH2:2][CH2:3][CH2:4][O:5][C:6]1[CH:15]=[C:14]2[C:9]([CH2:10][CH2:11][CH:12]([NH:25][C:26](=[O:30])[O:27][CH2:28][CH3:29])[CH:13]2[CH2:16][C:17]2[CH:22]=[CH:21][C:20]([Cl:23])=[C:19]([Cl:24])[CH:18]=2)=[CH:8][CH:7]=1.[C:31](Cl)(=[O:34])[CH2:32][CH3:33].Cl. Given the product [Cl:24][C:19]1[CH:18]=[C:17]([CH:22]=[CH:21][C:20]=1[Cl:23])[CH2:16][CH:13]1[C:14]2[C:9](=[CH:8][CH:7]=[C:6]([O:5][CH2:4][CH2:3][NH:2][C:31](=[O:34])[CH2:32][CH3:33])[CH:15]=2)[CH2:10][CH2:11][CH:12]1[NH:25][C:26](=[O:30])[O:27][CH2:28][CH3:29], predict the reactants needed to synthesize it. (3) Given the product [Cl:27][C:28]1[C:29]([OH:38])=[C:30]([C:35](=[O:37])[CH3:36])[CH:31]=[CH:32][C:33]=1[O:34][CH2:40][C:41]1[O:45][N:44]=[C:43]([CH2:46][C:47]2[CH:52]=[CH:51][C:50]([I:53])=[CH:49][CH:48]=2)[N:42]=1, predict the reactants needed to synthesize it. The reactants are: OC1C(C)=C(OCC2ON=C(CC3C=CC=C(I)C=3)N=2)C=CC=1C(=O)C.[Cl:27][C:28]1[C:29]([OH:38])=[C:30]([C:35](=[O:37])[CH3:36])[CH:31]=[CH:32][C:33]=1[OH:34].Cl[CH2:40][C:41]1[O:45][N:44]=[C:43]([CH2:46][C:47]2[CH:52]=[CH:51][C:50]([I:53])=[CH:49][CH:48]=2)[N:42]=1. (4) Given the product [CH3:1][O:2][C:3]1[C:8]([NH2:9])=[CH:7][CH:6]=[C:5]([S:12]([CH3:15])(=[O:14])=[O:13])[N:4]=1, predict the reactants needed to synthesize it. The reactants are: [CH3:1][O:2][C:3]1[C:8]([N+:9]([O-])=O)=[CH:7][CH:6]=[C:5]([S:12]([CH3:15])(=[O:14])=[O:13])[N:4]=1.[H][H].